From a dataset of Forward reaction prediction with 1.9M reactions from USPTO patents (1976-2016). Predict the product of the given reaction. (1) Given the reactants [F:1][C:2]1[CH:3]=[C:4]2[C:11]([C:12]3[N:13]=[N:14][C:15]4[C:20]([CH3:22])([CH3:21])[C:19](=[O:23])[NH:18][C:16]=4[N:17]=3)=[N:10][N:9](CC3C=CC(OC)=CC=3)[C:5]2=[N:6][C:7]=1[CH3:8].[N+]([O-])([O-])=O.[Ce+4].[NH4+].[N+]([O-])([O-])=O.[N+]([O-])([O-])=O.[N+]([O-])([O-])=O.[N+]([O-])([O-])=O.O, predict the reaction product. The product is: [F:1][C:2]1[CH:3]=[C:4]2[C:11]([C:12]3[N:13]=[N:14][C:15]4[C:20]([CH3:21])([CH3:22])[C:19](=[O:23])[NH:18][C:16]=4[N:17]=3)=[N:10][NH:9][C:5]2=[N:6][C:7]=1[CH3:8]. (2) Given the reactants Cl.Cl.[F:3][C:4]1[CH:24]=[CH:23][C:7]([CH2:8][N:9]2[C:13]([C@@H:14]3[CH2:19][N:18]4[CH2:20][CH2:21][CH2:22][C@@H:17]4[CH2:16][NH:15]3)=[CH:12][CH:11]=[N:10]2)=[CH:6][CH:5]=1.[C:25]([O:29][C:30]([NH:32][C@@H:33]([CH:37]1[CH2:42][CH2:41][CH2:40][CH2:39][CH2:38]1)[C:34](O)=[O:35])=[O:31])([CH3:28])([CH3:27])[CH3:26].C(N(C(C)C)C(C)C)C.F[P-](F)(F)(F)(F)F.N1(OC(N(C)C)=[N+](C)C)C2N=CC=CC=2N=N1, predict the reaction product. The product is: [C:25]([O:29][C:30](=[O:31])[NH:32][C@@H:33]([CH:37]1[CH2:38][CH2:39][CH2:40][CH2:41][CH2:42]1)[C:34]([N:15]1[C@H:14]([C:13]2[N:9]([CH2:8][C:7]3[CH:23]=[CH:24][C:4]([F:3])=[CH:5][CH:6]=3)[N:10]=[CH:11][CH:12]=2)[CH2:19][N:18]2[CH2:20][CH2:21][CH2:22][C@@H:17]2[CH2:16]1)=[O:35])([CH3:28])([CH3:26])[CH3:27]. (3) Given the reactants [C:1]([O:5][C:6]([NH:8][C@H:9]([CH2:13][CH2:14][CH:15]1[CH2:20][CH2:19][CH2:18][CH2:17][CH2:16]1)[C:10](O)=[S:11])=[O:7])([CH3:4])([CH3:3])[CH3:2].ON1C(=O)CCC1=O.S(Cl)(Cl)=O.[NH2:33][CH:34]1[CH2:39][CH2:38][N:37]([CH2:40][C:41]2[CH:46]=[CH:45][CH:44]=[CH:43][CH:42]=2)[CH2:36][CH2:35]1, predict the reaction product. The product is: [CH2:40]([N:37]1[CH2:38][CH2:39][CH:34]([NH:33][C:10](=[S:11])[C@H:9]([NH:8][C:6]([O:5][C:1]([CH3:4])([CH3:3])[CH3:2])=[O:7])[CH2:13][CH2:14][CH:15]2[CH2:20][CH2:19][CH2:18][CH2:17][CH2:16]2)[CH2:35][CH2:36]1)[C:41]1[CH:42]=[CH:43][CH:44]=[CH:45][CH:46]=1.